This data is from Full USPTO retrosynthesis dataset with 1.9M reactions from patents (1976-2016). The task is: Predict the reactants needed to synthesize the given product. (1) Given the product [F:1][C:2]1[CH:3]=[CH:4][C:5]([N:8]2[CH:12]=[C:11]([C:13]3[CH2:14][CH2:15][NH:16][CH2:17][CH:18]=3)[N:10]=[N:9]2)=[CH:6][CH:7]=1, predict the reactants needed to synthesize it. The reactants are: [F:1][C:2]1[CH:7]=[CH:6][C:5]([N:8]2[CH:12]=[C:11]([C:13]3[CH2:14][CH2:15][N:16](C(OC(C)(C)C)=O)[CH2:17][CH:18]=3)[N:10]=[N:9]2)=[CH:4][CH:3]=1. (2) Given the product [C:12]1([C:2]2[CH:7]=[CH:6][C:5]([S:8]([NH2:11])(=[O:10])=[O:9])=[CH:4][CH:3]=2)[CH:17]=[CH:16][CH:15]=[CH:14][CH:13]=1, predict the reactants needed to synthesize it. The reactants are: Br[C:2]1[CH:7]=[CH:6][C:5]([S:8]([NH2:11])(=[O:10])=[O:9])=[CH:4][CH:3]=1.[C:12]1(B(O)O)[CH:17]=[CH:16][CH:15]=[CH:14][CH:13]=1. (3) Given the product [C:31]([C:30]1[C:20]([N:17]2[CH2:16][CH2:15][CH:14]([C:12](=[O:13])[NH:11][S:8]([N:1]([CH3:41])[C:2]3[CH:3]=[CH:4][CH:5]=[CH:6][CH:7]=3)(=[O:10])=[O:9])[CH2:19][CH2:18]2)=[N:21][C:22]([CH2:33][N:34]2[CH2:39][CH2:38][CH2:37][CH2:36][C:35]2=[O:40])=[C:23]([CH:29]=1)[C:24]([O:26][CH2:27][CH3:28])=[O:25])#[N:32], predict the reactants needed to synthesize it. The reactants are: [NH:1]([S:8]([NH:11][C:12]([CH:14]1[CH2:19][CH2:18][N:17]([C:20]2[C:30]([C:31]#[N:32])=[CH:29][C:23]([C:24]([O:26][CH2:27][CH3:28])=[O:25])=[C:22]([CH2:33][N:34]3[CH2:39][CH2:38][CH2:37][CH2:36][C:35]3=[O:40])[N:21]=2)[CH2:16][CH2:15]1)=[O:13])(=[O:10])=[O:9])[C:2]1[CH:7]=[CH:6][CH:5]=[CH:4][CH:3]=1.[CH3:41]C1CCCO1.[H-].[Na+].IC. (4) Given the product [OH:1][C:2]([CH3:35])([CH3:34])[CH2:3][C@@:4]1([C:28]2[CH:33]=[CH:32][CH:31]=[CH:30][CH:29]=2)[O:9][C:8](=[O:10])[N:7]([C@H:11]([C:13]2[CH:14]=[CH:15][C:16]([C:19]3[N:24]=[N:23][C:22]([C:25]([NH2:36])=[O:27])=[CH:21][CH:20]=3)=[CH:17][CH:18]=2)[CH3:12])[CH2:6][CH2:5]1, predict the reactants needed to synthesize it. The reactants are: [OH:1][C:2]([CH3:35])([CH3:34])[CH2:3][C@@:4]1([C:28]2[CH:33]=[CH:32][CH:31]=[CH:30][CH:29]=2)[O:9][C:8](=[O:10])[N:7]([C@H:11]([C:13]2[CH:18]=[CH:17][C:16]([C:19]3[N:24]=[N:23][C:22]([C:25]([OH:27])=O)=[CH:21][CH:20]=3)=[CH:15][CH:14]=2)[CH3:12])[CH2:6][CH2:5]1.[NH3:36]. (5) The reactants are: [N+:1](/[CH:4]=[CH:5]/[C:6]1[CH:7]=[CH:8][C:9]([O:12][C:13]2[CH:18]=[CH:17][CH:16]=[CH:15][CH:14]=2)=[N:10][CH:11]=1)([O-:3])=[O:2].C(O)(=O)C.[B-].[Na+].O. Given the product [N+:1]([CH2:4][CH2:5][C:6]1[CH:7]=[CH:8][C:9]([O:12][C:13]2[CH:18]=[CH:17][CH:16]=[CH:15][CH:14]=2)=[N:10][CH:11]=1)([O-:3])=[O:2], predict the reactants needed to synthesize it. (6) Given the product [C:7]([C:6]1[C:2]([NH:36][CH2:35][CH2:34][CH2:33][N:30]2[CH2:31][CH2:32][O:27][CH2:28][CH2:29]2)=[N:3][S:4][C:5]=1[C:9]1[CH:14]=[CH:13][C:12]([NH:15][C:16]([NH:18][C:19]2[CH:24]=[C:23]([CH3:25])[CH:22]=[CH:21][C:20]=2[F:26])=[O:17])=[CH:11][CH:10]=1)#[N:8], predict the reactants needed to synthesize it. The reactants are: Cl[C:2]1[C:6]([C:7]#[N:8])=[C:5]([C:9]2[CH:14]=[CH:13][C:12]([NH:15][C:16]([NH:18][C:19]3[CH:24]=[C:23]([CH3:25])[CH:22]=[CH:21][C:20]=3[F:26])=[O:17])=[CH:11][CH:10]=2)[S:4][N:3]=1.[O:27]1[CH2:32][CH2:31][N:30]([CH2:33][CH2:34][CH2:35][NH2:36])[CH2:29][CH2:28]1.C([O-])([O-])=O.[Na+].[Na+].[Cl-].[Na+].O. (7) Given the product [CH2:25]([O:29][C:30]1[CH:31]=[CH:32][C:33]([S:36]([CH:38]([C:43]2[CH:48]=[CH:47][C:46]([Cl:49])=[CH:45][CH:44]=2)[C:39]([NH:41][OH:42])=[O:40])(=[O:5])=[O:37])=[CH:34][CH:35]=1)[C:26]#[C:27][CH3:28], predict the reactants needed to synthesize it. The reactants are: C([O:5]C1C=CC(SC(C2C=CC(Cl)=CC=2)C(NO)=O)=CC=1)C#CC.[CH2:25]([O:29][C:30]1[CH:35]=[CH:34][C:33]([S:36]([CH:38]([C:43]2[CH:48]=[CH:47][C:46]([Cl:49])=[CH:45][CH:44]=2)[C:39]([NH:41][OH:42])=[O:40])=[O:37])=[CH:32][CH:31]=1)[C:26]#[C:27][CH3:28].